From a dataset of Reaction yield outcomes from USPTO patents with 853,638 reactions. Predict the reaction yield, written as a fraction of the theoretical maximum amount of product (1.0 means a 100% yield; for example, 0.34 means a 34% yield). (1) The reactants are Cl[CH2:2][CH:3]1[CH2:12][CH2:11][C:10]2[C:5](=[CH:6][CH:7]=[CH:8][CH:9]=2)[NH:4]1.[NH:13]1[C:21]2[C:16](=[C:17]([N:22]3[CH2:27][CH2:26][NH:25][CH2:24][CH2:23]3)[CH:18]=[CH:19][CH:20]=2)[CH:15]=[CH:14]1.O. The catalyst is CN(C=O)C. The product is [NH:13]1[C:21]2[C:16](=[C:17]([N:22]3[CH2:27][CH2:26][N:25]([CH2:2][CH:3]4[CH2:12][CH2:11][C:10]5[C:5](=[CH:6][CH:7]=[CH:8][CH:9]=5)[NH:4]4)[CH2:24][CH2:23]3)[CH:18]=[CH:19][CH:20]=2)[CH:15]=[CH:14]1. The yield is 0.320. (2) The reactants are [C:1]([NH:4][C@@H:5]1[CH2:10][C@H:9]([NH:11][C:12]([CH3:15])([CH3:14])[CH3:13])[CH2:8][CH2:7][C@@H:6]1[N:16]1[CH2:20][CH2:19][C@H:18]([NH:21]C(=O)OCC2C=CC=CC=2)[C:17]1=[O:32])(=[O:3])[CH3:2]. The catalyst is CO.[Pd]. The product is [NH2:21][C@H:18]1[CH2:19][CH2:20][N:16]([C@H:6]2[CH2:7][CH2:8][C@@H:9]([NH:11][C:12]([CH3:15])([CH3:13])[CH3:14])[CH2:10][C@H:5]2[NH:4][C:1](=[O:3])[CH3:2])[C:17]1=[O:32]. The yield is 0.980. (3) The reactants are Br[C:2]1[S:6][C:5]([C:7]([O:9][CH2:10][CH3:11])=[O:8])=[N:4][C:3]=1[CH2:12][CH:13]1[CH2:18][CH2:17][CH2:16][CH2:15][CH2:14]1.[C:19]([C:23]1[CH:24]=[C:25](B2OC(C)(C)C(C)(C)O2)[CH:26]=[C:27]([C:29]2([CH3:32])[CH2:31][CH2:30]2)[CH:28]=1)([CH3:22])([CH3:21])[CH3:20].C([O-])([O-])=O.[Na+].[Na+]. The catalyst is C1(C)C=CC=CC=1.CCO.O.C1C=CC(P(C2C=CC=CC=2)[C-]2C=CC=C2)=CC=1.C1C=CC(P(C2C=CC=CC=2)[C-]2C=CC=C2)=CC=1.Cl[Pd]Cl.[Fe+2]. The product is [C:19]([C:23]1[CH:24]=[C:25]([C:2]2[S:6][C:5]([C:7]([O:9][CH2:10][CH3:11])=[O:8])=[N:4][C:3]=2[CH2:12][CH:13]2[CH2:18][CH2:17][CH2:16][CH2:15][CH2:14]2)[CH:26]=[C:27]([C:29]2([CH3:32])[CH2:31][CH2:30]2)[CH:28]=1)([CH3:22])([CH3:20])[CH3:21]. The yield is 0.570. (4) The reactants are [F:1][C:2]1[CH:7]=[CH:6][CH:5]=[CH:4][C:3]=1[C:8](=[O:11])[CH2:9]O.C(N(CC)CC)C.F.F.F.C(N(CC)CC)C.[F:29]C(F)(C(F)(F)F)C(F)(F)C(F)(F)S(F)(=O)=O.C(=O)([O-])O.[Na+]. The catalyst is ClCCl. The product is [F:29][CH2:9][C:8]([C:3]1[CH:4]=[CH:5][CH:6]=[CH:7][C:2]=1[F:1])=[O:11]. The yield is 0.610. (5) The reactants are [Br:1][C:2]1[CH:8]=[CH:7][C:5]([NH2:6])=[C:4]([N+:9]([O-:11])=[O:10])[CH:3]=1.[H-].[Na+].[C:14](O[C:14]([O:16][C:17]([CH3:20])([CH3:19])[CH3:18])=[O:15])([O:16][C:17]([CH3:20])([CH3:19])[CH3:18])=[O:15]. The catalyst is CN(C=O)C. The product is [Br:1][C:2]1[CH:8]=[CH:7][C:5]([NH:6][C:14](=[O:15])[O:16][C:17]([CH3:20])([CH3:19])[CH3:18])=[C:4]([N+:9]([O-:11])=[O:10])[CH:3]=1. The yield is 0.510. (6) The product is [CH2:31]([O:30][C:28]([NH:1][C:2]1[C:3]([C:13]([O:15][CH2:16][CH3:17])=[O:14])=[N:4][C:5]2[C:10]([CH:11]=1)=[CH:9][N:8]=[C:7]([Br:12])[CH:6]=2)=[O:29])[C:32]1[CH:37]=[CH:36][CH:35]=[CH:34][CH:33]=1. The yield is 0.600. The reactants are [NH2:1][C:2]1[C:3]([C:13]([O:15][CH2:16][CH3:17])=[O:14])=[N:4][C:5]2[C:10]([CH:11]=1)=[CH:9][N:8]=[C:7]([Br:12])[CH:6]=2.CCN(C(C)C)C(C)C.Cl[C:28]([O:30][CH2:31][C:32]1[CH:37]=[CH:36][CH:35]=[CH:34][CH:33]=1)=[O:29]. The catalyst is C(Cl)Cl.